This data is from Forward reaction prediction with 1.9M reactions from USPTO patents (1976-2016). The task is: Predict the product of the given reaction. (1) Given the reactants [C:1]([N:8]1[CH2:13][CH2:12][CH:11]([CH2:14][CH2:15][OH:16])[CH2:10][CH2:9]1)([O:3][C:4]([CH3:7])([CH3:6])[CH3:5])=[O:2].CCN(CC)CC.[C:24]1([CH3:34])[CH:29]=[CH:28][C:27]([S:30](Cl)(=[O:32])=[O:31])=[CH:26][CH:25]=1, predict the reaction product. The product is: [C:4]([O:3][C:1]([N:8]1[CH2:13][CH2:12][CH:11]([CH2:14][CH2:15][O:16][S:30]([C:27]2[CH:28]=[CH:29][C:24]([CH3:34])=[CH:25][CH:26]=2)(=[O:32])=[O:31])[CH2:10][CH2:9]1)=[O:2])([CH3:7])([CH3:6])[CH3:5]. (2) Given the reactants [O:1]1[C:9]2[CH:8]([OH:10])[CH2:7][NH:6][CH2:5][C:4]=2[CH:3]=[CH:2]1.[Br:11][C:12]1[C:13]([Cl:19])=[C:14](F)[CH:15]=[CH:16][CH:17]=1, predict the reaction product. The product is: [Br:11][C:12]1[C:13]([Cl:19])=[C:14]([O:10][CH:8]2[CH2:7][NH:6][CH2:5][C:4]3[CH:3]=[CH:2][O:1][C:9]2=3)[CH:15]=[CH:16][CH:17]=1. (3) Given the reactants [NH2:1][CH2:2][CH2:3][C:4]1[CH:35]=[CH:34][C:7]([O:8][CH2:9][CH2:10][C:11]2[CH:16]=[CH:15][C:14]([OH:17])=[C:13]([C@@H:18]([C:28]3[CH:33]=[CH:32][CH:31]=[CH:30][CH:29]=3)[CH2:19][CH2:20][N:21]([CH:25]([CH3:27])[CH3:26])[CH:22]([CH3:24])[CH3:23])[CH:12]=2)=[CH:6][CH:5]=1.[Cl:36][C:37]1[CH:38]=[C:39]([CH:42]=[C:43]([Cl:46])[C:44]=1[OH:45])[CH:40]=O.S([O-])([O-])(=O)=O.[Mg+2].[BH4-].[Na+], predict the reaction product. The product is: [NH3:1].[Cl:36][C:37]1[CH:38]=[C:39]([CH2:40][NH:1][CH2:2][CH2:3][C:4]2[CH:5]=[CH:6][C:7]([O:8][CH2:9][CH2:10][C:11]3[CH:16]=[CH:15][C:14]([OH:17])=[C:13]([C@@H:18]([C:28]4[CH:29]=[CH:30][CH:31]=[CH:32][CH:33]=4)[CH2:19][CH2:20][N:21]([CH:25]([CH3:26])[CH3:27])[CH:22]([CH3:24])[CH3:23])[CH:12]=3)=[CH:34][CH:35]=2)[CH:42]=[C:43]([Cl:46])[C:44]=1[OH:45]. (4) Given the reactants Br[C:2]1[CH:3]=[CH:4][C:5]2[NH:6][C:7]3[C:12]([C:13]=2[CH:14]=1)=[CH:11][CH:10]=[CH:9][CH:8]=3.O.C(=O)([O-])[O-].[K+].[K+].[C:22]1(B(O)O)[CH:27]=[CH:26][CH:25]=[CH:24][CH:23]=1, predict the reaction product. The product is: [C:22]1([C:2]2[CH:3]=[CH:4][C:5]3[NH:6][C:7]4[C:12]([C:13]=3[CH:14]=2)=[CH:11][CH:10]=[CH:9][CH:8]=4)[CH:27]=[CH:26][CH:25]=[CH:24][CH:23]=1. (5) Given the reactants [N+:1]([C:4]1[N:5]=[CH:6][NH:7][CH:8]=1)([O-:3])=[O:2].I[C:10]1[CH:18]=[CH:17][C:13]([C:14]([O-:16])=[O:15])=[C:12](C)[CH:11]=1.[C:20](=O)([O-])[O-].[Cs+].[Cs+], predict the reaction product. The product is: [CH3:20][O:16][C:14](=[O:15])[C:13]1[CH:17]=[CH:18][C:10]([N:7]2[CH:8]=[C:4]([N+:1]([O-:3])=[O:2])[N:5]=[CH:6]2)=[CH:11][CH:12]=1. (6) Given the reactants C([C@@H]1COC(=O)N1[C:14]([C@@H:16]1[CH2:28][CH2:27][C:19]2(OCC(C)(C)C[O:20]2)[CH2:18][C@H:17]1[C:29]1[CH:34]=[CH:33][CH:32]=[CH:31][C:30]=1[F:35])=[O:15])C1C=CC=CC=1.[OH:36]O.[Li+].[OH-].Cl.C1(NC2CCCCC2)CCCCC1, predict the reaction product. The product is: [F:35][C:30]1[CH:31]=[CH:32][CH:33]=[CH:34][C:29]=1[C@@H:17]1[CH2:18][C:19](=[O:20])[CH2:27][CH2:28][C@H:16]1[C:14]([OH:15])=[O:36]. (7) Given the reactants [OH:1][C:2]1[CH:3]=[C:4]([C@H:8]([N:10]=[C:11]=[S:12])[CH3:9])[CH:5]=[CH:6][CH:7]=1.[OH:13][C:14]1[CH:25]=[CH:24][CH:23]=[CH:22][C:15]=1[CH2:16][C@@H:17]([C:19]([OH:21])=[O:20])[NH2:18].[Na].[OH-].Cl, predict the reaction product. The product is: [OH:1][C:2]1[CH:3]=[C:4]([C@H:8]([NH:10][C:11](=[S:12])[NH:18][CH:17]([CH2:16][C:15]2[CH:22]=[CH:23][CH:24]=[CH:25][C:14]=2[OH:13])[C:19]([OH:21])=[O:20])[CH3:9])[CH:5]=[CH:6][CH:7]=1.